Task: Predict which catalyst facilitates the given reaction.. Dataset: Catalyst prediction with 721,799 reactions and 888 catalyst types from USPTO Reactant: [O:1]1[CH2:6][CH2:5][N:4]([CH2:7][C:8]2[CH:9]=[C:10]([NH:14][C:15]3[CH:20]=[CH:19][N:18]4[N:21]=[CH:22][C:23]([CH:24]=O)=[C:17]4[N:16]=3)[CH:11]=[CH:12][CH:13]=2)[CH2:3][CH2:2]1.[NH:26]1[CH2:32][C:30](=[O:31])[NH:29][C:27]1=[O:28].N1CCCCC1.CO.C(Cl)Cl. Product: [O:1]1[CH2:6][CH2:5][N:4]([CH2:7][C:8]2[CH:9]=[C:10]([NH:14][C:15]3[CH:20]=[CH:19][N:18]4[N:21]=[CH:22][C:23]([CH:24]=[C:32]5[NH:26][C:27](=[O:28])[NH:29][C:30]5=[O:31])=[C:17]4[N:16]=3)[CH:11]=[CH:12][CH:13]=2)[CH2:3][CH2:2]1. The catalyst class is: 14.